Predict the reaction yield, written as a fraction of the theoretical maximum amount of product (1.0 means a 100% yield; for example, 0.34 means a 34% yield). From a dataset of Reaction yield outcomes from USPTO patents with 853,638 reactions. (1) The reactants are Cl[C:2]1[N:7]=[CH:6][C:5]([C@H:8]([N:13]2[CH2:17][CH2:16][C:15]([CH3:19])([OH:18])[CH2:14]2)[C:9]([F:12])([F:11])[F:10])=[CH:4][CH:3]=1.[NH2:20][NH2:21]. The catalyst is C(O)(CC)C. The product is [CH3:19][C:15]1([OH:18])[CH2:16][CH2:17][N:13]([C@@H:8]([C:5]2[CH:6]=[N:7][C:2]([NH:20][NH2:21])=[CH:3][CH:4]=2)[C:9]([F:12])([F:11])[F:10])[CH2:14]1. The yield is 1.07. (2) The reactants are [Br:1][C:2]1[CH:7]=[CH:6][C:5]([C@H:8]([NH2:10])[CH3:9])=[CH:4][CH:3]=1.[CH3:11][S:12](Cl)(=[O:14])=[O:13].N1C=CC=CC=1. The catalyst is C(Cl)Cl. The product is [Br:1][C:2]1[CH:7]=[CH:6][C:5]([C@H:8]([NH:10][S:12]([CH3:11])(=[O:14])=[O:13])[CH3:9])=[CH:4][CH:3]=1. The yield is 0.580. (3) The reactants are [Cl:1][C:2]1[CH:3]=[C:4]2[C:9](=[CH:10][CH:11]=1)[NH:8][C:7](=[O:12])[CH:6]=[CH:5]2.[H-].[Na+].Br[CH2:16][CH2:17][CH2:18]Cl.C([O-])([O-])=O.[K+].[K+].[CH2:26]([CH:30]1[CH2:35][CH2:34][NH:33][CH2:32][CH2:31]1)[CH2:27][CH2:28][CH3:29]. The catalyst is CCOCC.CC#N.CCOC(C)=O.CN(C=O)C. The product is [CH2:26]([CH:30]1[CH2:35][CH2:34][N:33]([CH2:16][CH2:17][CH2:18][N:8]2[C:9]3[C:4](=[CH:3][C:2]([Cl:1])=[CH:11][CH:10]=3)[CH:5]=[CH:6][C:7]2=[O:12])[CH2:32][CH2:31]1)[CH2:27][CH2:28][CH3:29]. The yield is 0.190. (4) The reactants are Br[C:2]1[CH:12]=[CH:11][C:5]([O:6][CH2:7][CH2:8][CH2:9][OH:10])=[C:4]([F:13])[CH:3]=1.[Cl:14][C:15]1[CH:23]=[C:22]2[C:18]([C:19]([C:24]([O:26][CH3:27])=[O:25])=[CH:20][NH:21]2)=[CH:17][C:16]=1B1OCC(C)(C)CO1.C(=O)([O-])[O-].[K+].[K+]. The catalyst is C1(C)C=CC=CC=1.CCO.O.C1C=CC(P(C2C=CC=CC=2)[C-]2C=CC=C2)=CC=1.C1C=CC(P(C2C=CC=CC=2)[C-]2C=CC=C2)=CC=1.Cl[Pd]Cl.[Fe+2]. The product is [Cl:14][C:15]1[CH:23]=[C:22]2[C:18]([C:19]([C:24]([O:26][CH3:27])=[O:25])=[CH:20][NH:21]2)=[CH:17][C:16]=1[C:2]1[CH:12]=[CH:11][C:5]([O:6][CH2:7][CH2:8][CH2:9][OH:10])=[C:4]([F:13])[CH:3]=1. The yield is 0.730.